This data is from Forward reaction prediction with 1.9M reactions from USPTO patents (1976-2016). The task is: Predict the product of the given reaction. The product is: [C:6]([O:5][C:3](=[O:4])[CH2:2][NH:16][CH2:15][C:14]1[CH:17]=[CH:18][CH:19]=[C:12]([O:11][CH3:10])[CH:13]=1)([CH3:9])([CH3:8])[CH3:7]. Given the reactants Br[CH2:2][C:3]([O:5][C:6]([CH3:9])([CH3:8])[CH3:7])=[O:4].[CH3:10][O:11][C:12]1[CH:13]=[C:14]([CH:17]=[CH:18][CH:19]=1)[CH2:15][NH2:16].Cl, predict the reaction product.